Dataset: Reaction yield outcomes from USPTO patents with 853,638 reactions. Task: Predict the reaction yield, written as a fraction of the theoretical maximum amount of product (1.0 means a 100% yield; for example, 0.34 means a 34% yield). (1) The reactants are Cl[C:2]1[N:10]=[C:9]([Cl:11])[C:8]([F:12])=[CH:7][C:3]=1[C:4]([OH:6])=[O:5].[F:13][C:14]1[CH:15]=[C:16]([CH:20]=[CH:21][CH:22]=1)[CH2:17][CH2:18][NH2:19].CCN(C(C)C)C(C)C. The catalyst is CC#N. The product is [Cl:11][C:9]1[C:8]([F:12])=[CH:7][C:3]([C:4]([OH:6])=[O:5])=[C:2]([NH:19][CH2:18][CH2:17][C:16]2[CH:20]=[CH:21][CH:22]=[C:14]([F:13])[CH:15]=2)[N:10]=1. The yield is 0.490. (2) The reactants are [CH3:1][O:2][C:3]1[CH:4]=[C:5]2[C:10](=[CH:11][CH:12]=1)[C:9]([CH3:13])=[CH:8][CH2:7][CH2:6]2.P(Cl)(Cl)(Cl)=O.[C:19]([O-])(=[O:21])C.[Na+]. No catalyst specified. The product is [CH3:1][O:2][C:3]1[CH:4]=[C:5]2[C:10](=[CH:11][CH:12]=1)[C:9]([CH3:13])=[C:8]([CH:19]=[O:21])[CH2:7][CH2:6]2. The yield is 0.440. (3) The reactants are [NH2:1][C:2]1[N:3]=[CH:4][C:5]2[CH2:6][C:7](=[O:18])[NH:8][C:9]3[CH:16]=[C:15]([Cl:17])[CH:14]=[CH:13][C:10]=3[C:11]=2[N:12]=1.Br[C:20]1[CH:21]=[C:22]([CH2:28][CH2:29][CH2:30][N:31]([CH3:33])[CH3:32])[C:23]([O:26][CH3:27])=[N:24][CH:25]=1.CC(C1C=C(C(C)C)C(C2C=CC=CC=2P(C2CCCCC2)C2CCCCC2)=C(C(C)C)C=1)C. The catalyst is C1C=CC(/C=C/C(/C=C/C2C=CC=CC=2)=O)=CC=1.C1C=CC(/C=C/C(/C=C/C2C=CC=CC=2)=O)=CC=1.C1C=CC(/C=C/C(/C=C/C2C=CC=CC=2)=O)=CC=1.[Pd].[Pd]. The product is [Cl:17][C:15]1[CH:14]=[CH:13][C:10]2[C:11]3[N:12]=[C:2]([NH:1][C:20]4[CH:25]=[N:24][C:23]([O:26][CH3:27])=[C:22]([CH2:28][CH2:29][CH2:30][N:31]([CH3:32])[CH3:33])[CH:21]=4)[N:3]=[CH:4][C:5]=3[CH2:6][C:7](=[O:18])[NH:8][C:9]=2[CH:16]=1. The yield is 0.180. (4) The reactants are [CH3:1][O:2][C:3]1[CH:4]=[C:5]2[C:10](=[CH:11][C:12]=1[O:13][CH3:14])[N:9]=[CH:8][N:7]=[C:6]2[O:15][C:16]1[CH:22]=[CH:21][C:19]([NH2:20])=[CH:18][CH:17]=1.[C:23]1(C)C=C[CH:26]=[CH:25][CH:24]=1.[CH2:30]([N:32]([CH2:35]C)CC)C.ClC(Cl)([O:40][C:41](=O)[O:42]C(Cl)(Cl)Cl)Cl. The catalyst is C(Cl)Cl. The product is [CH3:1][O:2][C:3]1[CH:4]=[C:5]2[C:10](=[CH:11][C:12]=1[O:13][CH3:14])[N:9]=[CH:8][N:7]=[C:6]2[O:15][C:16]1[CH:22]=[CH:21][C:19]([NH:20][C:41](=[O:40])[O:42][CH2:23][CH2:24][CH2:25][CH2:26][N:32]([CH3:35])[CH3:30])=[CH:18][CH:17]=1. The yield is 0.150. (5) The reactants are [NH2:1][C:2]([CH3:8])([CH3:7])[C:3]([CH3:6])([OH:5])[CH3:4].F[C:10]1[C:11]([C:20]#[C:21][Si](C)(C)C)=[C:12]([C:18]#[N:19])[C:13](=[CH:16][CH:17]=1)[C:14]#[N:15].CCN(C(C)C)C(C)C.[NH4+].[Cl-]. The catalyst is [Cu]I.CN(C=O)C.O.CS(C)=O. The product is [OH:5][C:3]([CH3:6])([CH3:4])[C:2]([N:1]1[C:10]2[C:11](=[C:12]([C:18]#[N:19])[C:13]([C:14]#[N:15])=[CH:16][CH:17]=2)[CH:20]=[CH:21]1)([CH3:8])[CH3:7]. The yield is 0.0800. (6) The reactants are [CH2:1]([C:3]1[N:4]=[C:5]([CH2:38][CH2:39][CH3:40])[N:6]([CH2:23][C:24]2[CH:29]=[CH:28][C:27]([C:30]3[C:31]([C:36]#[N:37])=[CH:32][CH:33]=[CH:34][CH:35]=3)=[CH:26][CH:25]=2)[C:7](=[O:22])[C:8]=1[C:9]1[CH:10]=[C:11]2[C:16](=[CH:17][CH:18]=1)[O:15][C:14]([CH3:20])([CH3:19])[CH2:13][CH:12]2[OH:21])[CH3:2].[N:41]1C(C)=CC=CC=1C.FC(F)(F)S(O[Si](C(C)C)(C(C)C)C(C)C)(=O)=O.[C:67]([O:70]CC)(=[O:69])C. The catalyst is ClCCl. The product is [CH2:1]([C:3]1[N:4]=[C:5]([CH2:38][CH2:39][CH3:40])[N:6]([CH2:23][C:24]2[CH:25]=[CH:26][C:27]([C:30]3[CH:35]=[CH:34][CH:33]=[CH:32][C:31]=3[C:36]3[NH:41][C:67](=[O:69])[O:70][N:37]=3)=[CH:28][CH:29]=2)[C:7](=[O:22])[C:8]=1[C:9]1[CH:10]=[C:11]2[C:16](=[CH:17][CH:18]=1)[O:15][C:14]([CH3:20])([CH3:19])[CH2:13][CH:12]2[OH:21])[CH3:2]. The yield is 0.770. (7) The reactants are [NH2:1][C:2]1[CH:11]=[C:10]([O:12][CH3:13])[C:9]([O:14][CH2:15][CH2:16][CH2:17][Cl:18])=[CH:8][C:3]=1[C:4](OC)=[O:5].Cl.[CH:20](N)=[NH:21]. The catalyst is CCOC(C)=O. The product is [Cl:18][CH2:17][CH2:16][CH2:15][O:14][C:9]1[CH:8]=[C:3]2[C:2](=[CH:11][C:10]=1[O:12][CH3:13])[N:1]=[CH:20][N:21]=[C:4]2[OH:5]. The yield is 0.760. (8) The reactants are [NH2:1][C:2]1[CH:3]=[N:4][CH:5]=[CH:6][CH:7]=1.[C:8]([O:12][C:13]([NH:15][CH2:16][CH2:17][CH2:18][CH2:19][CH2:20][C:21](O)=[O:22])=[O:14])([CH3:11])([CH3:10])[CH3:9].Cl.CCN(C(C)C)C(C)C. The catalyst is C(Cl)Cl.C1C=CC2N(O)N=NC=2C=1.CCCCCC.C(Cl)CCl. The product is [C:8]([O:12][C:13](=[O:14])[NH:15][CH2:16][CH2:17][CH2:18][CH2:19][CH2:20][C:21](=[O:22])[NH:1][C:2]1[CH:3]=[N:4][CH:5]=[CH:6][CH:7]=1)([CH3:11])([CH3:9])[CH3:10]. The yield is 0.680. (9) The reactants are Cl.C(N=C=NCCCN(C)C)C.ON1C2C=CC=CC=2N=N1.Cl.[CH2:24]([O:26][C:27](=[O:35])[CH:28]([NH2:34])[C:29]([O:31][CH2:32][CH3:33])=[O:30])[CH3:25].[CH3:36][C:37]1[CH:38]=[CH:39][C:40]([C:43](O)=[O:44])=[N:41][CH:42]=1. The catalyst is CN(C)C=O.C(Cl)(Cl)Cl.O.C(N(CC)CC)C. The product is [CH2:32]([O:31][C:29](=[O:30])[CH:28]([NH:34][C:43]([C:40]1[CH:39]=[CH:38][C:37]([CH3:36])=[CH:42][N:41]=1)=[O:44])[C:27]([O:26][CH2:24][CH3:25])=[O:35])[CH3:33]. The yield is 0.490.